The task is: Predict which catalyst facilitates the given reaction.. This data is from Catalyst prediction with 721,799 reactions and 888 catalyst types from USPTO. Reactant: [CH3:1][C:2](OC(C)=O)=[O:3].[F:8][C:9]([F:14])([F:13])[C:10]([OH:12])=[O:11].[NH:15]1[CH2:18][CH:17]([NH:19][C:20]2[C:21]([CH3:40])=[N:22][C:23]3[C:28]([N:29]=2)=[C:27]([C:30]2[NH:38][C:37]4[CH2:36][CH2:35][NH:34][C:33](=[O:39])[C:32]=4[CH:31]=2)[CH:26]=[CH:25][CH:24]=3)[CH2:16]1.CCN(C(C)C)C(C)C. Product: [F:8][C:9]([F:14])([F:13])[C:10]([OH:12])=[O:11].[C:2]([N:15]1[CH2:16][CH:17]([NH:19][C:20]2[C:21]([CH3:40])=[N:22][C:23]3[C:28]([N:29]=2)=[C:27]([C:30]2[NH:38][C:37]4[CH2:36][CH2:35][NH:34][C:33](=[O:39])[C:32]=4[CH:31]=2)[CH:26]=[CH:25][CH:24]=3)[CH2:18]1)(=[O:3])[CH3:1]. The catalyst class is: 2.